This data is from Reaction yield outcomes from USPTO patents with 853,638 reactions. The task is: Predict the reaction yield, written as a fraction of the theoretical maximum amount of product (1.0 means a 100% yield; for example, 0.34 means a 34% yield). (1) The reactants are Br[C:2]1[CH:3]=[C:4]([N:22]([CH:24]2[CH2:29][CH2:28][CH2:27][CH2:26][CH2:25]2)[CH3:23])[C:5]([CH3:21])=[C:6]([CH:20]=1)[C:7]([NH:9][CH2:10][C:11]1[C:12](=[O:19])[NH:13][C:14]([CH3:18])=[CH:15][C:16]=1[CH3:17])=[O:8].[CH3:30][N:31]([CH2:33][C:34]1[CH:39]=[CH:38][C:37](B(O)O)=[CH:36][CH:35]=1)[CH3:32].C([O-])([O-])=O.[Na+].[Na+]. The catalyst is O1CCOCC1.O.O.C1C=CC([P]([Pd]([P](C2C=CC=CC=2)(C2C=CC=CC=2)C2C=CC=CC=2)([P](C2C=CC=CC=2)(C2C=CC=CC=2)C2C=CC=CC=2)[P](C2C=CC=CC=2)(C2C=CC=CC=2)C2C=CC=CC=2)(C2C=CC=CC=2)C2C=CC=CC=2)=CC=1. The product is [CH:24]1([N:22]([CH3:23])[C:4]2[C:5]([CH3:21])=[C:6]([C:7]([NH:9][CH2:10][C:11]3[C:12](=[O:19])[NH:13][C:14]([CH3:18])=[CH:15][C:16]=3[CH3:17])=[O:8])[CH:20]=[C:2]([C:37]3[CH:38]=[CH:39][C:34]([CH2:33][N:31]([CH3:32])[CH3:30])=[CH:35][CH:36]=3)[CH:3]=2)[CH2:29][CH2:28][CH2:27][CH2:26][CH2:25]1. The yield is 0.290. (2) The reactants are [Cl:1][C:2]1[C:11]2[CH2:10][N:9]([C@H:12]([CH:16]([CH3:18])[CH3:17])[C:13](O)=[O:14])[C:8](=[O:19])[C:7]3=[CH:20][NH:21][C:5]([C:6]=23)=[N:4][CH:3]=1.CN(C(ON1N=NC2C=CC=NC1=2)=[N+](C)C)C.F[P-](F)(F)(F)(F)F.[F:46][C@@H:47]1[CH2:51][NH:50][C@H:49]([C:52]#[N:53])[CH2:48]1.CN1CCOCC1. The catalyst is C1COCC1. The product is [Cl:1][C:2]1[C:11]2[CH2:10][N:9]([C@H:12]([CH:16]([CH3:18])[CH3:17])[C:13]([N:50]3[CH2:51][C@@H:47]([F:46])[CH2:48][C@H:49]3[C:52]#[N:53])=[O:14])[C:8](=[O:19])[C:7]3=[CH:20][NH:21][C:5]([C:6]=23)=[N:4][CH:3]=1. The yield is 0.120. (3) The reactants are I[C:2]1[C:3]([CH3:8])=[N:4][O:5][C:6]=1[CH3:7].C1COCC1.Br[C:15]1[S:19][C:18]([C:20]2[N:24]3[N:25]=[C:26]([CH3:34])[CH:27]=[C:28]([CH:29]([CH2:32][CH3:33])[CH2:30][CH3:31])[C:23]3=[N:22][C:21]=2[CH3:35])=[C:17]([CH3:36])[CH:16]=1. The catalyst is CCOC(C)=O.[Zn].C1C=CC(P(C2C=CC=CC=2)[C-]2C=CC=C2)=CC=1.C1C=CC(P(C2C=CC=CC=2)[C-]2C=CC=C2)=CC=1.Cl[Pd]Cl.[Fe+2]. The product is [CH3:8][C:3]1[C:2]([C:15]2[S:19][C:18]([C:20]3[N:24]4[N:25]=[C:26]([CH3:34])[CH:27]=[C:28]([CH:29]([CH2:32][CH3:33])[CH2:30][CH3:31])[C:23]4=[N:22][C:21]=3[CH3:35])=[C:17]([CH3:36])[CH:16]=2)=[C:6]([CH3:7])[O:5][N:4]=1. The yield is 0.710. (4) The reactants are [OH-].[Na+].[Cl:3][C:4]1[CH:5]=[C:6]([C:14]2[N:19]=[CH:18][N:17]=[C:16]([CH:20]3[NH:24][CH:23]([C:25]([O:27]C)=[O:26])[CH2:22][CH2:21]3)[CH:15]=2)[CH:7]=[CH:8][C:9]=1[O:10][CH:11]1[CH2:13][CH2:12]1. The catalyst is C1COCC1. The product is [Cl:3][C:4]1[CH:5]=[C:6]([C:14]2[N:19]=[CH:18][N:17]=[C:16]([CH:20]3[NH:24][CH:23]([C:25]([OH:27])=[O:26])[CH2:22][CH2:21]3)[CH:15]=2)[CH:7]=[CH:8][C:9]=1[O:10][CH:11]1[CH2:13][CH2:12]1. The yield is 0.0500. (5) The yield is 0.520. The product is [OH:4][C:11]1[CH:12]=[C:13]([C:29]([NH:31][CH2:32][C:33]2[CH:38]=[CH:37][C:36]([S:39]([CH:42]([CH3:43])[CH3:44])(=[O:40])=[O:41])=[CH:35][CH:34]=2)=[O:30])[C:14](=[O:28])[N:15]([C:18]2[CH:23]=[CH:22][CH:21]=[C:20]([C:24]([F:26])([F:25])[F:27])[CH:19]=2)[C:16]=1[CH3:17]. The reactants are OO.S(=O)(=O)(O)[OH:4].C([C:11]1[CH:12]=[C:13]([C:29]([NH:31][CH2:32][C:33]2[CH:38]=[CH:37][C:36]([S:39]([CH:42]([CH3:44])[CH3:43])(=[O:41])=[O:40])=[CH:35][CH:34]=2)=[O:30])[C:14](=[O:28])[N:15]([C:18]2[CH:23]=[CH:22][CH:21]=[C:20]([C:24]([F:27])([F:26])[F:25])[CH:19]=2)[C:16]=1[CH3:17])(=O)C.C(=O)([O-])[O-].[Na+].[Na+]. The catalyst is C(Cl)Cl.C(OCC)(=O)C. (6) The reactants are [OH:1][CH2:2][C:3]1[N:4]=[C:5]([C:13]2[CH:18]=[CH:17][C:16]([C:19]([F:22])([F:21])[F:20])=[CH:15][CH:14]=2)[S:6][C:7]=1[C:8]([O:10][CH2:11][CH3:12])=[O:9].[O:23]1[CH:28]=[CH:27][CH2:26][CH2:25][CH2:24]1.C1(C)C=CC(S([O-])(=O)=O)=CC=1.[NH+]1C=CC=CC=1. The catalyst is C(Cl)Cl. The product is [O:23]1[CH2:28][CH2:27][CH2:26][CH2:25][CH:24]1[O:1][CH2:2][C:3]1[N:4]=[C:5]([C:13]2[CH:18]=[CH:17][C:16]([C:19]([F:22])([F:21])[F:20])=[CH:15][CH:14]=2)[S:6][C:7]=1[C:8]([O:10][CH2:11][CH3:12])=[O:9]. The yield is 0.640.